Task: Regression. Given a peptide amino acid sequence and an MHC pseudo amino acid sequence, predict their binding affinity value. This is MHC class I binding data.. Dataset: Peptide-MHC class I binding affinity with 185,985 pairs from IEDB/IMGT (1) The peptide sequence is KLWASQIY. The MHC is HLA-B40:02 with pseudo-sequence HLA-B40:02. The binding affinity (normalized) is 0. (2) The peptide sequence is PLLPIFFCL. The MHC is HLA-A68:02 with pseudo-sequence HLA-A68:02. The binding affinity (normalized) is 0.0380. (3) The peptide sequence is KFTDGVCLF. The MHC is HLA-A30:02 with pseudo-sequence HLA-A30:02. The binding affinity (normalized) is 0. (4) The peptide sequence is HLRDQSIKI. The MHC is HLA-A30:01 with pseudo-sequence HLA-A30:01. The binding affinity (normalized) is 0.748. (5) The peptide sequence is QPWTPVSSF. The MHC is HLA-A26:01 with pseudo-sequence HLA-A26:01. The binding affinity (normalized) is 0.0847. (6) The peptide sequence is VLTILYYGA. The MHC is HLA-A02:01 with pseudo-sequence HLA-A02:01. The binding affinity (normalized) is 0.505. (7) The peptide sequence is VNSIQRRTLDL. The MHC is H-2-Kb with pseudo-sequence H-2-Kb. The binding affinity (normalized) is 0.156.